From a dataset of Reaction yield outcomes from USPTO patents with 853,638 reactions. Predict the reaction yield, written as a fraction of the theoretical maximum amount of product (1.0 means a 100% yield; for example, 0.34 means a 34% yield). (1) The reactants are [Si:1]([O:8][CH:9]([CH:15]1[CH2:24][CH2:23][C:22]2[C:17](=[CH:18][CH:19]=[C:20]([C:25]3[CH:30]=[CH:29][CH:28]=[CH:27][CH:26]=3)[CH:21]=2)[CH2:16]1)[C:10]1[O:11][CH:12]=[CH:13][N:14]=1)([C:4]([CH3:7])([CH3:6])[CH3:5])([CH3:3])[CH3:2].[Li]CCCC.[Sn:36](Cl)([CH2:45][CH2:46][CH2:47][CH3:48])([CH2:41][CH2:42][CH2:43][CH3:44])[CH2:37][CH2:38][CH2:39][CH3:40]. The catalyst is C1COCC1.CCOC(C)=O. The product is [Si:1]([O:8][CH:9]([CH:15]1[CH2:24][CH2:23][C:22]2[C:17](=[CH:18][CH:19]=[C:20]([C:25]3[CH:30]=[CH:29][CH:28]=[CH:27][CH:26]=3)[CH:21]=2)[CH2:16]1)[C:10]1[O:11][C:12]([Sn:36]([CH2:41][CH2:42][CH2:43][CH3:44])([CH2:45][CH2:46][CH2:47][CH3:48])[CH2:37][CH2:38][CH2:39][CH3:40])=[CH:13][N:14]=1)([C:4]([CH3:7])([CH3:5])[CH3:6])([CH3:3])[CH3:2]. The yield is 0.650. (2) The reactants are FC(F)(F)C(O)=O.C(OC(=O)[NH:14][C@H:15]([C:17](=[O:39])[N:18]([C@H:25]([CH2:36][O:37][CH3:38])[CH2:26][CH2:27][O:28][CH2:29][C:30]1[CH:35]=[CH:34][CH:33]=[CH:32][CH:31]=1)[CH2:19][CH:20](OC)OC)[CH3:16])(C)(C)C.C([SiH](CC)CC)C.C(N(CC)CC)C. The catalyst is ClCCl. The product is [CH2:29]([O:28][CH2:27][CH2:26][C@H:25]([N:18]1[CH2:19][CH2:20][NH:14][C@@H:15]([CH3:16])[C:17]1=[O:39])[CH2:36][O:37][CH3:38])[C:30]1[CH:31]=[CH:32][CH:33]=[CH:34][CH:35]=1. The yield is 0.510. (3) The yield is 0.830. The catalyst is CN(C)C=O. The product is [CH2:1]([C:8]12[CH:21]=[C:20]([C:22]#[N:23])[C:19](=[O:24])[CH:18]([CH3:25])[CH:9]1[CH2:10][CH2:11][C:12]1[CH:13]=[N:14][N:15]([CH3:17])[C:16]=12)[C:2]1[CH:3]=[CH:4][CH:5]=[CH:6][CH:7]=1. The reactants are [CH2:1]([C:8]12[CH2:21][CH:20]([C:22]#[N:23])[C:19](=[O:24])[CH:18]([CH3:25])[CH:9]1[CH2:10][CH2:11][C:12]1[CH:13]=[N:14][N:15]([CH3:17])[C:16]=12)[C:2]1[CH:7]=[CH:6][CH:5]=[CH:4][CH:3]=1.BrN1C(C)(C)C(=O)N(Br)C1=O.N1C=CC=CC=1. (4) The reactants are [CH2:1]1[C:5]2=[C:6]3[C:11](=[CH:12][CH:13]=[C:4]2[NH:3][C:2]1=[O:14])[N:10]=[CH:9][CH:8]=[CH:7]3.[CH3:15][O:16][C:17]1[CH:23]=[CH:22][C:20]([NH2:21])=[CH:19][CH:18]=1.[C:24](O)(=O)C. No catalyst specified. The product is [CH3:15][O:16][C:17]1[CH:23]=[CH:22][C:20]([NH:21]/[CH:24]=[C:1]2\[C:2](=[O:14])[NH:3][C:4]3[C:5]\2=[C:6]2[C:11](=[CH:12][CH:13]=3)[N:10]=[CH:9][CH:8]=[CH:7]2)=[CH:19][CH:18]=1. The yield is 0.540. (5) The reactants are [NH2:1][C:2]1[N:10]=[CH:9][N:8]=[C:7]2[C:3]=1[N:4]=[CH:5][N:6]2[C@H:11]1[C@@H:15]2[O:16][C:17]([CH3:20])([CH3:19])[O:18][C@@H:14]2[C@@H:13]([CH2:21][N:22]([CH3:27])[CH2:23][CH2:24][CH2:25][NH2:26])[O:12]1.[Cl:28][C:29]1[CH:34]=[CH:33][CH:32]=[C:31]([N:35]=[C:36]=[O:37])[CH:30]=1.O.N.O. The catalyst is C(Cl)Cl.CO. The product is [NH2:1][C:2]1[N:10]=[CH:9][N:8]=[C:7]2[C:3]=1[N:4]=[CH:5][N:6]2[C@H:11]1[C@@H:15]2[O:16][C:17]([CH3:19])([CH3:20])[O:18][C@@H:14]2[C@@H:13]([CH2:21][N:22]([CH3:27])[CH2:23][CH2:24][CH2:25][NH:26][C:36]([NH:35][C:31]2[CH:32]=[CH:33][CH:34]=[C:29]([Cl:28])[CH:30]=2)=[O:37])[O:12]1. The yield is 0.670.